Task: Predict which catalyst facilitates the given reaction.. Dataset: Catalyst prediction with 721,799 reactions and 888 catalyst types from USPTO (1) Reactant: [Br:1][C:2]1[CH:3]=[N:4][CH:5]=[C:6](Br)[C:7]=1[OH:8].CN(C)C=O.Cl[C:16]([F:21])([F:20])C(O)=O.C(=O)([O-])[O-].[K+].[K+]. Product: [Br:1][C:2]1[CH:3]=[N:4][CH:5]=[CH:6][C:7]=1[O:8][CH:16]([F:21])[F:20]. The catalyst class is: 6. (2) Reactant: C(N(C(C)C)CC)(C)C.CN(C)CCCN=C=NCC.[CH3:21][N:22]([CH3:26])[CH2:23][CH2:24][NH2:25].[CH2:27]([O:34][C:35]1[CH:36]=[C:37]([CH:50]=[C:51]([O:53][CH2:54][C:55]2[CH:60]=[CH:59][CH:58]=[CH:57][CH:56]=2)[CH:52]=1)[C:38]([NH:40][C:41]1[CH:49]=[CH:48][C:44]([C:45](O)=[O:46])=[CH:43][N:42]=1)=[O:39])[C:28]1[CH:33]=[CH:32][CH:31]=[CH:30][CH:29]=1. Product: [CH2:54]([O:53][C:51]1[CH:50]=[C:37]([CH:36]=[C:35]([O:34][CH2:27][C:28]2[CH:33]=[CH:32][CH:31]=[CH:30][CH:29]=2)[CH:52]=1)[C:38]([NH:40][C:41]1[CH:49]=[CH:48][C:44]([C:45]([NH:25][CH2:24][CH2:23][N:22]([CH3:26])[CH3:21])=[O:46])=[CH:43][N:42]=1)=[O:39])[C:55]1[CH:56]=[CH:57][CH:58]=[CH:59][CH:60]=1. The catalyst class is: 4.